From a dataset of Forward reaction prediction with 1.9M reactions from USPTO patents (1976-2016). Predict the product of the given reaction. (1) The product is: [CH2:22]([O:21][C:17]1[CH:16]=[C:15]([CH:20]=[CH:19][CH:18]=1)[CH2:14][C:8]1[C:9]2[C:4](=[CH:3][C:2]([O:1][CH2:33][CH2:34][OH:35])=[C:11]([O:12][CH3:13])[CH:10]=2)[C:5]([CH:24]=[O:25])=[CH:6][N:7]=1)[CH3:23]. Given the reactants [OH:1][C:2]1[CH:3]=[C:4]2[C:9](=[CH:10][C:11]=1[O:12][CH3:13])[C:8]([CH2:14][C:15]1[CH:20]=[CH:19][CH:18]=[C:17]([O:21][CH2:22][CH3:23])[CH:16]=1)=[N:7][CH:6]=[C:5]2[CH:24]=[O:25].C(=O)([O-])[O-].[K+].[K+].Br[CH2:33][CH2:34][OH:35], predict the reaction product. (2) Given the reactants [NH2:1][C:2]1[C:11]2[C:6](=[CH:7][CH:8]=[CH:9][C:10]=2[O:12][CH2:13][C:14]([CH3:19])([CH3:18])[C:15](O)=[O:16])[N:5]=[C:4]([CH3:20])[C:3]=1[C:21]([O:23][CH2:24][CH3:25])=[O:22].[O:26]1[C:35]2[C:30](=[CH:31][CH:32]=[CH:33][CH:34]=2)[CH:29]([NH2:36])[CH2:28][CH2:27]1, predict the reaction product. The product is: [CH2:24]([O:23][C:21]([C:3]1[C:4]([CH3:20])=[N:5][C:6]2[C:11]([C:2]=1[NH2:1])=[C:10]([O:12][CH2:13][C:14]([CH3:18])([CH3:19])[C:15]([NH:36][CH:29]1[C:30]3[C:35](=[CH:34][CH:33]=[CH:32][CH:31]=3)[O:26][CH2:27][CH2:28]1)=[O:16])[CH:9]=[CH:8][CH:7]=2)=[O:22])[CH3:25]. (3) Given the reactants [CH3:1][C:2]1([CH3:19])[O:6][C@@H:5]([CH2:7][C:8]([O:10][Si:11]([C:14]([CH3:17])([CH3:16])[CH3:15])([CH3:13])[CH3:12])=[O:9])[C:4](=[O:18])[O:3]1.[Br:20]N1C(=O)CCC1=O.N(C(C)(C)C#N)=NC(C)(C)C#N, predict the reaction product. The product is: [Br:20][C:5]1([CH2:7][C:8]([O:10][Si:11]([C:14]([CH3:17])([CH3:16])[CH3:15])([CH3:13])[CH3:12])=[O:9])[C:4](=[O:18])[O:3][C:2]([CH3:19])([CH3:1])[O:6]1. (4) Given the reactants [CH2:1]1[C:7]2[CH:8]=[CH:9][C:10]([O:12][C:13]3[CH:21]=[CH:20][C:16]([C:17]([NH2:19])=[O:18])=[CH:15][N:14]=3)=[CH:11][C:6]=2[CH2:5][CH2:4][NH:3][CH2:2]1.C([O-])([O-])=O.[K+].[K+].Br[CH2:29][CH2:30][C:31]1[CH:36]=[CH:35][CH:34]=[CH:33][CH:32]=1, predict the reaction product. The product is: [CH2:29]([N:3]1[CH2:4][CH2:5][C:6]2[CH:11]=[C:10]([O:12][C:13]3[CH:21]=[CH:20][C:16]([C:17]([NH2:19])=[O:18])=[CH:15][N:14]=3)[CH:9]=[CH:8][C:7]=2[CH2:1][CH2:2]1)[CH2:30][C:31]1[CH:36]=[CH:35][CH:34]=[CH:33][CH:32]=1.